From a dataset of Catalyst prediction with 721,799 reactions and 888 catalyst types from USPTO. Predict which catalyst facilitates the given reaction. Product: [C:1]1([C:7]2[NH:8][C:9]3[C:14]([C:15]=2[CH:16]=[C:21]([C:19]#[N:25])[C:22]#[N:23])=[CH:13][CH:12]=[CH:11][CH:10]=3)[CH:6]=[CH:5][CH:4]=[CH:3][CH:2]=1. The catalyst class is: 8. Reactant: [C:1]1([C:7]2[NH:8][C:9]3[C:14]([C:15]=2[CH:16]=O)=[CH:13][CH:12]=[CH:11][CH:10]=3)[CH:6]=[CH:5][CH:4]=[CH:3][CH:2]=1.C(#N)[CH:19]([CH2:21][C:22]#[N:23])O.[NH:25]1CCCCC1.